This data is from NCI-60 drug combinations with 297,098 pairs across 59 cell lines. The task is: Regression. Given two drug SMILES strings and cell line genomic features, predict the synergy score measuring deviation from expected non-interaction effect. (1) Drug 1: CNC(=O)C1=CC=CC=C1SC2=CC3=C(C=C2)C(=NN3)C=CC4=CC=CC=N4. Drug 2: C1=CC(=CC=C1CCC2=CNC3=C2C(=O)NC(=N3)N)C(=O)NC(CCC(=O)O)C(=O)O. Cell line: SR. Synergy scores: CSS=66.2, Synergy_ZIP=-2.46, Synergy_Bliss=-5.82, Synergy_Loewe=-6.76, Synergy_HSA=-1.98. (2) Drug 1: C1=C(C(=O)NC(=O)N1)N(CCCl)CCCl. Drug 2: C1CNP(=O)(OC1)N(CCCl)CCCl. Cell line: SNB-75. Synergy scores: CSS=23.2, Synergy_ZIP=-7.61, Synergy_Bliss=1.04, Synergy_Loewe=-3.71, Synergy_HSA=1.13. (3) Drug 1: CC1=CC2C(CCC3(C2CCC3(C(=O)C)OC(=O)C)C)C4(C1=CC(=O)CC4)C. Drug 2: C1CN(CCN1C(=O)CCBr)C(=O)CCBr. Cell line: COLO 205. Synergy scores: CSS=12.6, Synergy_ZIP=-6.83, Synergy_Bliss=2.60, Synergy_Loewe=-8.99, Synergy_HSA=-0.808.